From a dataset of Forward reaction prediction with 1.9M reactions from USPTO patents (1976-2016). Predict the product of the given reaction. Given the reactants [C:1]([C:3]1[CH:4]=[C:5]([CH:8]=[CH:9][CH:10]=1)[CH2:6]Br)#[N:2].[CH2:11]([O:13][P:14]([O:18]CC)[O:15][CH2:16][CH3:17])[CH3:12], predict the reaction product. The product is: [CH2:11]([O:13][P:14]([CH2:6][C:5]1[CH:8]=[CH:9][CH:10]=[C:3]([C:1]#[N:2])[CH:4]=1)(=[O:18])[O:15][CH2:16][CH3:17])[CH3:12].